Dataset: Forward reaction prediction with 1.9M reactions from USPTO patents (1976-2016). Task: Predict the product of the given reaction. (1) Given the reactants Br.C([O-])(O)=O.[Na+].[Cl:7][C:8]1[N:13]=[N:12][C:11]([NH2:14])=[CH:10][CH:9]=1.[CH3:15][CH2:16]O, predict the reaction product. The product is: [Cl:7][C:8]1[CH:9]=[CH:10][C:11]2[N:12]([CH:15]=[CH:16][N:14]=2)[N:13]=1. (2) Given the reactants [OH:1][C:2]1[CH:7]=[C:6]([OH:8])[CH:5]=[CH:4][N:3]=1.C([O-])([O-])=O.[K+].[K+].[I:15]I.OS([O-])(=O)=O.[K+], predict the reaction product. The product is: [OH:1][C:2]1[C:7]([I:15])=[C:6]([OH:8])[CH:5]=[CH:4][N:3]=1. (3) The product is: [CH2:1]([O:3][C:4](=[O:24])[CH2:5][CH2:6][C:7]1[CH:12]=[CH:11][C:10]([O:13][C:14]2[CH:19]=[C:18]([OH:20])[CH:17]=[C:16]([F:22])[CH:15]=2)=[CH:9][C:8]=1[CH3:23])[CH3:2]. Given the reactants [CH2:1]([O:3][C:4](=[O:24])[CH2:5][CH2:6][C:7]1[CH:12]=[CH:11][C:10]([O:13][C:14]2[CH:19]=[C:18]([O:20]C)[CH:17]=[C:16]([F:22])[CH:15]=2)=[CH:9][C:8]=1[CH3:23])[CH3:2].B(Br)(Br)Br, predict the reaction product. (4) The product is: [NH2:26][C:8]1[N:7]=[C:6]([O:5][CH2:1][CH2:2][CH2:3][CH3:4])[N:14]=[C:13]2[C:9]=1[NH:10][C:11](=[O:24])[N:12]2[CH2:15][CH2:16][CH2:17][CH:18]1[CH2:23][CH2:22][N:21]([CH2:28][CH2:29][CH2:30][CH3:31])[CH2:20][CH2:19]1. Given the reactants [CH2:1]([O:5][C:6]1[N:14]=[C:13]2[C:9]([N:10]=[C:11]([O:24]C)[N:12]2[CH2:15][CH2:16][CH2:17][CH:18]2[CH2:23][CH2:22][NH:21][CH2:20][CH2:19]2)=[C:8]([NH2:26])[N:7]=1)[CH2:2][CH2:3][CH3:4].I[CH2:28][CH2:29][CH2:30][CH3:31], predict the reaction product.